Dataset: Forward reaction prediction with 1.9M reactions from USPTO patents (1976-2016). Task: Predict the product of the given reaction. (1) Given the reactants [Cl:1][C:2]1[CH:3]=[CH:4][C:5]2[O:9][C:8]([NH:10][CH2:11][CH2:12][OH:13])=[N:7][C:6]=2[CH:14]=1.[CH:15]([C:17]([CH3:19])=[O:18])=[CH2:16].[OH-].[Na+].CCN(CC)CC.[CH3:29][S:30](Cl)(=[O:32])=[O:31], predict the reaction product. The product is: [Cl:1][C:2]1[CH:3]=[CH:4][C:5]2[O:9][C:8]([N:10]([CH2:16][CH2:15][C:17](=[O:18])[CH3:19])[CH2:11][CH2:12][O:13][S:30]([CH3:29])(=[O:32])=[O:31])=[N:7][C:6]=2[CH:14]=1. (2) Given the reactants [NH2:1][C:2]1[CH:7]=[CH:6][C:5]([Br:8])=[CH:4][N:3]=1.[CH3:9][C:10]([N+:17]#[C-:18])([CH3:16])[CH2:11][C:12]([CH3:15])([CH3:14])[CH3:13].[CH3:19][O:20][C:21]1[CH:28]=[CH:27][CH:26]=[CH:25][C:22]=1[CH:23]=O, predict the reaction product. The product is: [Br:8][C:5]1[CH:6]=[CH:7][C:2]2[N:3]([C:18]([NH:17][C:10]([CH3:16])([CH3:9])[CH2:11][C:12]([CH3:15])([CH3:14])[CH3:13])=[C:23]([C:22]3[CH:25]=[CH:26][CH:27]=[CH:28][C:21]=3[O:20][CH3:19])[N:1]=2)[CH:4]=1.